Task: Predict the reactants needed to synthesize the given product.. Dataset: Full USPTO retrosynthesis dataset with 1.9M reactions from patents (1976-2016) Given the product [O:21]=[C:4]1[CH:5]=[C:6]([CH:8]2[CH2:9][CH2:10][N:11]([C:14]([O:16][C:17]([CH3:18])([CH3:19])[CH3:20])=[O:15])[CH2:12][CH2:13]2)[N:28]2[N:29]=[C:30]3[C:26]([CH:25]=[C:24]([C:23]([F:34])([F:22])[F:35])[CH:32]=[CH:31]3)=[C:27]2[NH:33]1, predict the reactants needed to synthesize it. The reactants are: C(O[C:4](=[O:21])[CH2:5][C:6]([CH:8]1[CH2:13][CH2:12][N:11]([C:14]([O:16][C:17]([CH3:20])([CH3:19])[CH3:18])=[O:15])[CH2:10][CH2:9]1)=O)C.[F:22][C:23]([F:35])([F:34])[C:24]1[CH:25]=[C:26]2[C:30](=[CH:31][CH:32]=1)[NH:29][N:28]=[C:27]2[NH2:33].P([O-])([O-])([O-])=O.[K+].[K+].[K+].